From a dataset of Forward reaction prediction with 1.9M reactions from USPTO patents (1976-2016). Predict the product of the given reaction. (1) Given the reactants [OH:1][C:2]([C@@H:5]1[CH2:9][CH2:8][CH2:7][N:6]1[C:10]([O:12][CH2:13][C:14]1[CH:19]=[CH:18][CH:17]=[CH:16][CH:15]=1)=[O:11])([CH3:4])[CH3:3].[CH3:20]N(C1C2C(N(C)C)=CC=CC=2C=CC=1)C.F[B-](F)(F)F.C[O+](C)C, predict the reaction product. The product is: [CH3:20][O:1][C:2]([C@@H:5]1[CH2:9][CH2:8][CH2:7][N:6]1[C:10]([O:12][CH2:13][C:14]1[CH:15]=[CH:16][CH:17]=[CH:18][CH:19]=1)=[O:11])([CH3:4])[CH3:3]. (2) Given the reactants C[O:2][C:3](=[O:24])[C:4]1[CH:9]=[CH:8][CH:7]=[CH:6][C:5]=1[NH:10][CH2:11][C:12]1[CH:17]=[CH:16][N:15]=[C:14]([N:18]2[CH2:22][CH2:21][CH2:20][C:19]2=[O:23])[CH:13]=1.[OH-].[Na+].C(O)(=O)CC(CC(O)=O)(C(O)=O)O, predict the reaction product. The product is: [O:23]=[C:19]1[CH2:20][CH2:21][CH2:22][N:18]1[C:14]1[CH:13]=[C:12]([CH2:11][NH:10][C:5]2[CH:6]=[CH:7][CH:8]=[CH:9][C:4]=2[C:3]([OH:24])=[O:2])[CH:17]=[CH:16][N:15]=1. (3) Given the reactants [NH2:1][C:2]1[C:9](O)=[C:8]([F:11])[C:7]([Br:12])=[C:6]([CH3:13])[C:3]=1C#N.C(=S)(OCC)[S-].[K+].[CH3:21][N:22](C)[CH:23]=[O:24].S(Cl)([Cl:28])=O, predict the reaction product. The product is: [Br:12][C:7]1[C:8]([F:11])=[C:9]2[O:24][C:23]([Cl:28])=[N:22][C:21]2=[C:3]([C:2]#[N:1])[C:6]=1[CH3:13]. (4) Given the reactants C([O:3][C:4]([C:6]1[CH:11]=[CH:10][N:9]=[C:8]([NH:12][C:13]2[CH:18]=[CH:17][C:16]([N:19]3[CH:23]=[C:22]([CH3:24])[N:21]=[CH:20]3)=[C:15]([O:25][CH3:26])[CH:14]=2)[N:7]=1)=O)C.[CH2:27]([Mg]Br)[CH3:28].C(=O)([O-])[O-].[Na+].[Na+].O1CC[CH2:39][CH2:38]1, predict the reaction product. The product is: [CH3:26][O:25][C:15]1[CH:14]=[C:13]([NH:12][C:8]2[N:7]=[C:6]([C:4]([OH:3])([CH2:27][CH3:28])[CH2:38][CH3:39])[CH:11]=[CH:10][N:9]=2)[CH:18]=[CH:17][C:16]=1[N:19]1[CH:23]=[C:22]([CH3:24])[N:21]=[CH:20]1. (5) Given the reactants [Cl:1][C:2]1[CH:19]=[C:18]([F:20])[CH:17]=[CH:16][C:3]=1[CH2:4][O:5][C:6]1[CH:13]=[CH:12][C:9]([CH:10]=O)=[CH:8][C:7]=1[O:14][CH3:15].[S:21]1[CH2:25][C:24](=[O:26])[NH:23][C:22]1=[O:27].C([O-])(=O)C.[Na+], predict the reaction product. The product is: [Cl:1][C:2]1[CH:19]=[C:18]([F:20])[CH:17]=[CH:16][C:3]=1[CH2:4][O:5][C:6]1[CH:13]=[CH:12][C:9]([CH:10]=[C:25]2[S:21][C:22](=[O:27])[NH:23][C:24]2=[O:26])=[CH:8][C:7]=1[O:14][CH3:15].